From a dataset of Forward reaction prediction with 1.9M reactions from USPTO patents (1976-2016). Predict the product of the given reaction. (1) Given the reactants [Br:1][CH2:2][C:3](Br)=[O:4].[CH2:6]([NH:10][CH2:11][CH2:12][CH2:13][CH3:14])[CH2:7][CH2:8][CH3:9].OP(O)(O)=O, predict the reaction product. The product is: [CH2:6]([N:10]([CH2:11][CH2:12][CH2:13][CH3:14])[C:3](=[O:4])[CH2:2][Br:1])[CH2:7][CH2:8][CH3:9]. (2) Given the reactants [NH:1](C(OCC1C2C(=CC=CC=2)C2C1=CC=CC=2)=O)[CH2:2][CH2:3][C:4]([NH:6][C@H:7]([C:12]([NH:14][C@H:15]([C:17]([NH:19][C@H:20]([C:25]([O:27][CH2:28][C:29]1[CH:34]=[CH:33][CH:32]=[CH:31][CH:30]=1)=[O:26])[CH2:21][CH:22]([CH3:24])[CH3:23])=[O:18])[CH3:16])=[O:13])[C@H:8]([CH2:10][CH3:11])[CH3:9])=[O:5].N1CCCCC1, predict the reaction product. The product is: [NH2:1][CH2:2][CH2:3][C:4]([NH:6][C@H:7]([C:12]([NH:14][C@H:15]([C:17]([NH:19][C@H:20]([C:25]([O:27][CH2:28][C:29]1[CH:30]=[CH:31][CH:32]=[CH:33][CH:34]=1)=[O:26])[CH2:21][CH:22]([CH3:23])[CH3:24])=[O:18])[CH3:16])=[O:13])[C@H:8]([CH2:10][CH3:11])[CH3:9])=[O:5].